From a dataset of Full USPTO retrosynthesis dataset with 1.9M reactions from patents (1976-2016). Predict the reactants needed to synthesize the given product. (1) Given the product [CH3:1][O:2][C:3]([C:4]1[N:20]=[C:17]([CH3:18])[S:19][C:5]=1[C:6]1[CH:11]=[CH:10][C:9]([C:12]#[N:13])=[CH:8][CH:7]=1)=[O:16], predict the reactants needed to synthesize it. The reactants are: [CH3:1][O:2][C:3](=[O:16])[C:4](=O)[CH:5](Cl)[C:6]1[CH:11]=[CH:10][C:9]([C:12]#[N:13])=[CH:8][CH:7]=1.[C:17]([NH2:20])(=[S:19])[CH3:18]. (2) Given the product [CH3:1][O:2][C@@H:3]1[C@H:10]([O:11][CH2:29][CH2:28][P:27](=[O:37])([C:24]2[CH:25]=[CH:26][C:21]([CH3:38])=[CH:22][CH:23]=2)[C:30]2[CH:31]=[CH:32][C:33]([CH3:36])=[CH:34][CH:35]=2)[CH2:9][CH2:8][C@@:5]2([O:7][CH2:6]2)[C@H:4]1[C@:12]1([CH3:20])[C@@H:14]([CH2:15][CH:16]=[C:17]([CH3:19])[CH3:18])[O:13]1, predict the reactants needed to synthesize it. The reactants are: [CH3:1][O:2][C@@H:3]1[C@H:10]([OH:11])[CH2:9][CH2:8][C@@:5]2([O:7][CH2:6]2)[C@H:4]1[C@:12]1([CH3:20])[C@@H:14]([CH2:15][CH:16]=[C:17]([CH3:19])[CH3:18])[O:13]1.[C:21]1([CH3:38])[CH:26]=[CH:25][C:24]([P:27](=[O:37])([C:30]2[CH:35]=[CH:34][C:33]([CH3:36])=[CH:32][CH:31]=2)[CH:28]=[CH2:29])=[CH:23][CH:22]=1.[OH-].[K+]. (3) Given the product [CH3:17][O:18][C:19](=[O:28])[C:20]1[CH:25]=[CH:24][C:23]([C:2]#[C:1][C:3]2[CH:4]=[C:5]3[C:10](=[CH:11][CH:12]=2)[O:9][C:8]([CH3:14])([CH3:13])[CH2:7][C:6]3([CH3:16])[CH3:15])=[CH:22][C:21]=1[F:27], predict the reactants needed to synthesize it. The reactants are: [C:1]([C:3]1[CH:4]=[C:5]2[C:10](=[CH:11][CH:12]=1)[O:9][C:8]([CH3:14])([CH3:13])[CH2:7][C:6]2([CH3:16])[CH3:15])#[CH:2].[CH3:17][O:18][C:19](=[O:28])[C:20]1[CH:25]=[CH:24][C:23](I)=[CH:22][C:21]=1[F:27].C(N(CC)CC)C.O1CCCC1. (4) Given the product [C:1]([C:5]1[CH:23]=[C:8]2[N:9]=[C:10]([CH3:22])[C:11]([CH:14]([CH2:19][CH2:20][CH3:21])[C:15]([O:17][CH3:18])=[O:16])=[C:12]([C:24]3[CH:29]=[CH:28][CH:27]=[CH:26][CH:25]=3)[N:7]2[N:6]=1)([CH3:4])([CH3:3])[CH3:2], predict the reactants needed to synthesize it. The reactants are: [C:1]([C:5]1[CH:23]=[C:8]2[N:9]=[C:10]([CH3:22])[C:11]([CH:14]([CH2:19][CH2:20][CH3:21])[C:15]([O:17][CH3:18])=[O:16])=[C:12](Cl)[N:7]2[N:6]=1)([CH3:4])([CH3:3])[CH3:2].[C:24]1(B(O)O)[CH:29]=[CH:28][CH:27]=[CH:26][CH:25]=1.C(N(C(C)C)CC)(C)C. (5) Given the product [NH2:1][C:2]1[C:7]([C:8]#[N:9])=[C:6]([O:10][CH2:11][CH3:12])[N:5]=[C:4]([C:13]([NH:45][CH2:38][C:39]2[CH:44]=[CH:43][CH:42]=[CH:41][CH:40]=2)=[O:15])[CH:3]=1, predict the reactants needed to synthesize it. The reactants are: [NH2:1][C:2]1[C:7]([C:8]#[N:9])=[C:6]([O:10][CH2:11][CH3:12])[N:5]=[C:4]([C:13]([OH:15])=O)[CH:3]=1.CN(C(ON1N=NC2C=CC=CC1=2)=[N+](C)C)C.[B-](F)(F)(F)F.[CH2:38]([NH2:45])[C:39]1[CH:44]=[CH:43][CH:42]=[CH:41][CH:40]=1.